From a dataset of Reaction yield outcomes from USPTO patents with 853,638 reactions. Predict the reaction yield, written as a fraction of the theoretical maximum amount of product (1.0 means a 100% yield; for example, 0.34 means a 34% yield). The reactants are Br[C:2]1[N:3]=[CH:4][C:5]2[N:6]([C:8]([C:11]3[CH:19]=[CH:18][C:14]([C:15]([NH2:17])=[O:16])=[CH:13][CH:12]=3)=[CH:9][N:10]=2)[CH:7]=1.[CH2:20]([O:22][C:23]([C:25]1[CH:30]=[CH:29][C:28](B(O)O)=[CH:27][CH:26]=1)=[O:24])[CH3:21].C([O-])([O-])=O.[Na+].[Na+]. The catalyst is O1CCOCC1.O.C1C=CC([P]([Pd]([P](C2C=CC=CC=2)(C2C=CC=CC=2)C2C=CC=CC=2)([P](C2C=CC=CC=2)(C2C=CC=CC=2)C2C=CC=CC=2)[P](C2C=CC=CC=2)(C2C=CC=CC=2)C2C=CC=CC=2)(C2C=CC=CC=2)C2C=CC=CC=2)=CC=1. The product is [C:15]([C:14]1[CH:18]=[CH:19][C:11]([C:8]2[N:6]3[CH:7]=[C:2]([C:28]4[CH:29]=[CH:30][C:25]([C:23]([O:22][CH2:20][CH3:21])=[O:24])=[CH:26][CH:27]=4)[N:3]=[CH:4][C:5]3=[N:10][CH:9]=2)=[CH:12][CH:13]=1)(=[O:16])[NH2:17]. The yield is 0.620.